This data is from Reaction yield outcomes from USPTO patents with 853,638 reactions. The task is: Predict the reaction yield, written as a fraction of the theoretical maximum amount of product (1.0 means a 100% yield; for example, 0.34 means a 34% yield). (1) The reactants are [F:1][C:2]1[CH:18]=[CH:17][C:5]([O:6][C:7]2[CH:12]=[CH:11][C:10]([CH2:13][CH2:14][C:15]#[N:16])=[CH:9][CH:8]=2)=[CH:4][CH:3]=1.C(Cl)(C)=O.[NH3:23]. The catalyst is C1(C)C=CC=CC=1.CO. The product is [F:1][C:2]1[CH:18]=[CH:17][C:5]([O:6][C:7]2[CH:12]=[CH:11][C:10]([CH2:13][CH2:14][C:15](=[NH:23])[NH2:16])=[CH:9][CH:8]=2)=[CH:4][CH:3]=1. The yield is 0.880. (2) The yield is 0.750. The product is [NH2:22][C:5]1[C:6]([NH:8][CH:9]([CH2:10][C:11]([O:13][CH2:14][CH3:15])=[O:12])[CH2:16][C:17]([O:19][CH2:20][CH3:21])=[O:18])=[N:7][C:2]([Cl:1])=[CH:3][CH:4]=1. The reactants are [Cl:1][C:2]1[N:7]=[C:6]([NH:8][CH:9]([CH2:16][C:17]([O:19][CH2:20][CH3:21])=[O:18])[CH2:10][C:11]([O:13][CH2:14][CH3:15])=[O:12])[C:5]([N+:22]([O-])=O)=[CH:4][CH:3]=1.CC(O)C.C(O)(=O)C. The catalyst is [Fe].O. (3) The reactants are Br[C:2]1[CH:10]=[C:9]2[C:5]([CH:6]=[CH:7][NH:8]2)=[CH:4][CH:3]=1.[CH2:11]([O:13][C:14]([C:16]1[CH:17]=[C:18](B(O)O)[CH:19]=[CH:20][CH:21]=1)=[O:15])[CH3:12]. No catalyst specified. The product is [NH:8]1[C:9]2[C:5](=[CH:4][CH:3]=[C:2]([C:20]3[CH:21]=[C:16]([CH:17]=[CH:18][CH:19]=3)[C:14]([O:13][CH2:11][CH3:12])=[O:15])[CH:10]=2)[CH:6]=[CH:7]1. The yield is 0.390. (4) The reactants are [Cl-].O[NH3+:3].[C:4](=[O:7])([O-])[OH:5].[Na+].CS(C)=O.[CH2:13]([C:17]1[N:18]=[C:19]([CH3:44])[N:20]([CH2:39][C:40]([OH:43])([CH3:42])[CH3:41])[C:21](=[O:38])[C:22]=1[CH2:23][C:24]1[CH:29]=[CH:28][C:27]([C:30]2[C:31]([C:36]#[N:37])=[CH:32][CH:33]=[CH:34][CH:35]=2)=[CH:26][CH:25]=1)[CH2:14][CH2:15][CH3:16]. The catalyst is C(OCC)(=O)C. The product is [CH2:13]([C:17]1[N:18]=[C:19]([CH3:44])[N:20]([CH2:39][C:40]([OH:43])([CH3:42])[CH3:41])[C:21](=[O:38])[C:22]=1[CH2:23][C:24]1[CH:29]=[CH:28][C:27]([C:30]2[CH:35]=[CH:34][CH:33]=[CH:32][C:31]=2[C:36]2[NH:3][C:4](=[O:7])[O:5][N:37]=2)=[CH:26][CH:25]=1)[CH2:14][CH2:15][CH3:16]. The yield is 0.240. (5) The reactants are [F:1][C:2]1[CH:7]=[CH:6][C:5](/[CH:8]=[CH:9]/[C:10]([OH:12])=O)=[CH:4][CH:3]=1.C(N(CC)CC)C.C1C=CC(P([N:34]=[N+:35]=[N-:36])(C2C=CC=CC=2)=O)=CC=1. The catalyst is C1C=CC=CC=1. The product is [F:1][C:2]1[CH:7]=[CH:6][C:5](/[CH:8]=[CH:9]/[C:10]([N:34]=[N+:35]=[N-:36])=[O:12])=[CH:4][CH:3]=1. The yield is 0.900. (6) The reactants are C[Si]([N-][Si](C)(C)C)(C)C.[Li+].[CH2:11]=[C:12]1[CH2:18][CH:17]([S:19]([C:22]2[CH:27]=[CH:26][CH:25]=[CH:24][CH:23]=2)(=[O:21])=[O:20])[C:16]2[CH:28]=[C:29]([C:32]([O:34][CH3:35])=[O:33])[CH:30]=[CH:31][C:15]=2[O:14][CH2:13]1.[CH2:36](Br)[CH:37]=[CH2:38].Cl. The catalyst is O1CCCC1.ClCCl.O. The product is [CH2:38]([C:17]1([S:19]([C:22]2[CH:27]=[CH:26][CH:25]=[CH:24][CH:23]=2)(=[O:21])=[O:20])[C:16]2[CH:28]=[C:29]([C:32]([O:34][CH3:35])=[O:33])[CH:30]=[CH:31][C:15]=2[O:14][CH2:13][C:12](=[CH2:11])[CH2:18]1)[CH:37]=[CH2:36]. The yield is 0.670. (7) The reactants are Cl[C:2]1[C:7]([C:8]([F:11])([F:10])[F:9])=[CH:6][N:5]=[C:4]([NH:12][C:13]2[CH:18]=[CH:17][C:16]([P:19]([CH3:22])([CH3:21])=[O:20])=[CH:15][CH:14]=2)[N:3]=1.C(N(CC)CC)C.[NH2:30][N:31]1[CH2:36][CH2:35][N:34]([CH3:37])[CH2:33][CH2:32]1. The catalyst is C(O)C. The product is [CH3:21][P:19]([C:16]1[CH:17]=[CH:18][C:13]([NH:12][C:4]2[N:3]=[C:2]([NH:30][N:31]3[CH2:36][CH2:35][N:34]([CH3:37])[CH2:33][CH2:32]3)[C:7]([C:8]([F:11])([F:10])[F:9])=[CH:6][N:5]=2)=[CH:14][CH:15]=1)([CH3:22])=[O:20]. The yield is 0.340.